From a dataset of Forward reaction prediction with 1.9M reactions from USPTO patents (1976-2016). Predict the product of the given reaction. (1) Given the reactants [Br:1][C:2]1[CH:7]=[CH:6][C:5]([C:8]2[CH:13]=[CH:12][C:11]([C:14]([C:16]3[CH:21]=[CH:20][CH:19]=[CH:18][CH:17]=3)=[O:15])=[CH:10][CH:9]=2)=[CH:4][CH:3]=1.[CH3:22][C:23]([CH3:28])([CH2:26]O)[CH2:24][OH:25].CC1C=CC(S(O)(=O)=O)=CC=1, predict the reaction product. The product is: [Br:1][C:2]1[CH:3]=[CH:4][C:5]([C:8]2[CH:13]=[CH:12][C:11]([C:14]3([C:16]4[CH:17]=[CH:18][CH:19]=[CH:20][CH:21]=4)[O:25][CH2:24][C:23]([CH3:28])([CH3:26])[CH2:22][O:15]3)=[CH:10][CH:9]=2)=[CH:6][CH:7]=1. (2) Given the reactants [CH:1]([C:3]1[S:7][C:6]([C:8]([O:10][CH3:11])=[O:9])=[C:5]([C:12]2[CH:17]=[CH:16][CH:15]=[CH:14][CH:13]=2)[CH:4]=1)=O.[CH3:18][NH:19][CH2:20][C:21]1[CH:26]=[CH:25][CH:24]=[CH:23][CH:22]=1.C(O[BH-](OC(=O)C)OC(=O)C)(=O)C.[Na+], predict the reaction product. The product is: [CH2:20]([N:19]([CH2:1][C:3]1[S:7][C:6]([C:8]([O:10][CH3:11])=[O:9])=[C:5]([C:12]2[CH:17]=[CH:16][CH:15]=[CH:14][CH:13]=2)[CH:4]=1)[CH3:18])[C:21]1[CH:26]=[CH:25][CH:24]=[CH:23][CH:22]=1. (3) Given the reactants Br[CH:2]([C:4]1[C:13]([Cl:14])=[N:12][CH:11]=[CH:10][C:5]=1[C:6]([O:8]C)=O)[CH3:3].Cl.[Cl:16][C:17]1[CH:18]=[C:19]([CH2:28][NH2:29])[CH:20]=[N:21][C:22]=1[O:23][CH2:24][CH:25]([F:27])[F:26], predict the reaction product. The product is: [Cl:14][C:13]1[C:4]2[CH:2]([CH3:3])[N:29]([CH2:28][C:19]3[CH:20]=[N:21][C:22]([O:23][CH2:24][CH:25]([F:26])[F:27])=[C:17]([Cl:16])[CH:18]=3)[C:6](=[O:8])[C:5]=2[CH:10]=[CH:11][N:12]=1. (4) Given the reactants [Br:1][C:2]1[CH:3]=[C:4]2[C:9](=[CH:10][CH:11]=1)[O:8][C:7]([CH2:12][N:13]1[CH2:18][CH2:17][O:16][CH2:15][CH2:14]1)=[C:6]([C:19]1[CH:24]=[CH:23][CH:22]=[CH:21][CH:20]=1)[C:5]2=[O:25].[ClH:26], predict the reaction product. The product is: [ClH:26].[Br:1][C:2]1[CH:3]=[C:4]2[C:9](=[CH:10][CH:11]=1)[O:8][C:7]([CH2:12][N:13]1[CH2:18][CH2:17][O:16][CH2:15][CH2:14]1)=[C:6]([C:19]1[CH:24]=[CH:23][CH:22]=[CH:21][CH:20]=1)[C:5]2=[O:25].